From a dataset of Reaction yield outcomes from USPTO patents with 853,638 reactions. Predict the reaction yield, written as a fraction of the theoretical maximum amount of product (1.0 means a 100% yield; for example, 0.34 means a 34% yield). (1) The reactants are Br[C:2]1[C:11]2[C:6](=[CH:7][CH:8]=[CH:9][CH:10]=2)[CH:5]=[N:4][CH:3]=1.[CH:12]1(B(O)O)[CH2:14][CH2:13]1.P(=O)(O)(O)O.[K].C1(P(C2CCCCC2)C2CCCCC2)CCCCC1. The catalyst is C1(C)C=CC=CC=1.O.O.C([O-])(=O)C.[Pd+2].C([O-])(=O)C. The product is [CH:12]1([C:2]2[C:11]3[C:6](=[CH:7][CH:8]=[CH:9][CH:10]=3)[CH:5]=[N:4][CH:3]=2)[CH2:14][CH2:13]1. The yield is 0.930. (2) The reactants are Br[C:2]1[C:6]2[N:7]=[CH:8][N:9]=[C:10]([NH:11][C@@H:12]3[C:20]4[C:15](=[CH:16][CH:17]=[CH:18][CH:19]=4)[CH2:14][CH2:13]3)[C:5]=2[S:4][CH:3]=1.[CH2:21]([O:28][CH2:29][C@@H:30]1[CH:34]=[CH:33][CH2:32][C@H:31]1[OH:35])[C:22]1[CH:27]=[CH:26][CH:25]=[CH:24][CH:23]=1.CCN(C(C)C)C(C)C. The catalyst is O1CCOCC1. The product is [CH2:21]([O:28][CH2:29][C:30]1[C@H:31]([OH:35])[CH2:32][C@H:33]([C:2]2[C:6]3[N:7]=[CH:8][N:9]=[C:10]([NH:11][C@@H:12]4[C:20]5[C:15](=[CH:16][CH:17]=[CH:18][CH:19]=5)[CH2:14][CH2:13]4)[C:5]=3[S:4][CH:3]=2)[CH:34]=1)[C:22]1[CH:27]=[CH:26][CH:25]=[CH:24][CH:23]=1. The yield is 0.460. (3) The reactants are Br[C:2]1[CH:3]=[C:4]([N:8]2[C:16]3[CH:15]=[C:14]([O:17][CH2:18][CH3:19])[N:13]=[CH:12][C:11]=3[C:10]([C:20]([NH2:22])=[O:21])=[N:9]2)[CH:5]=[CH:6][CH:7]=1.[C:23]([C@:25]1([OH:32])[CH2:29][CH2:28][N:27]([CH3:30])[C:26]1=[O:31])#[CH:24]. No catalyst specified. The product is [CH2:18]([O:17][C:14]1[N:13]=[CH:12][C:11]2[C:10]([C:20]([NH2:22])=[O:21])=[N:9][N:8]([C:4]3[CH:5]=[CH:6][CH:7]=[C:2]([C:24]#[C:23][C@:25]4([OH:32])[CH2:29][CH2:28][N:27]([CH3:30])[C:26]4=[O:31])[CH:3]=3)[C:16]=2[CH:15]=1)[CH3:19]. The yield is 0.260. (4) The reactants are FC(F)(F)[C:3]([OH:5])=O.[N:8]1C=[CH:12][CH:11]=[CH:10][C:9]=1[C:14]([OH:16])=O.[CH2:17](Cl)[CH2:18]Cl.C1C=CC2N(O)N=[N:27][C:25]=2C=1.C[N:32]1[CH2:37][CH2:36][O:35][CH2:34][CH2:33]1.[CH2:38](Cl)Cl. The catalyst is CN(C=O)C. The product is [CH3:3][O:5][N:27]([CH3:25])[C:14]([CH:9]([NH:8][C:36]([C:37]1[CH:18]=[CH:17][CH:34]=[CH:33][N:32]=1)=[O:35])[CH2:10][CH:11]([CH3:12])[CH3:38])=[O:16]. The yield is 1.00. (5) The reactants are [C:1]([OH:5])(=[O:4])[CH:2]=[O:3].[O:6]([C:8]1[CH:18]=[CH:17][C:11]([CH2:12][NH:13][CH2:14][CH2:15]O)=[CH:10][CH:9]=1)[CH3:7].O. The catalyst is O1CCCC1. The product is [OH:4][CH:1]1[O:5][CH2:15][CH2:14][N:13]([CH2:12][C:11]2[CH:10]=[CH:9][C:8]([O:6][CH3:7])=[CH:18][CH:17]=2)[C:2]1=[O:3]. The yield is 0.447. (6) The reactants are [N:1]1([C:7]2[N:12]=[CH:11][C:10]([N:13]([CH2:23][CH:24]3[CH2:29][CH2:28][N:27](CC4C=CC(C(F)(F)F)=CC=4)[CH2:26][CH2:25]3)[C:14](=[O:22])[CH2:15][CH:16]3[CH2:21][CH2:20][O:19][CH2:18][CH2:17]3)=[CH:9][CH:8]=2)[CH2:6][CH2:5][O:4][CH2:3][CH2:2]1.[C:49](O[C:49]([O:51][C:52]([CH3:55])([CH3:54])[CH3:53])=[O:50])([O:51][C:52]([CH3:55])([CH3:54])[CH3:53])=[O:50]. The catalyst is C(O)C.[Pd]. The product is [N:1]1([C:7]2[N:12]=[CH:11][C:10]([N:13]([CH2:23][CH:24]3[CH2:25][CH2:26][N:27]([C:49]([O:51][C:52]([CH3:53])([CH3:54])[CH3:55])=[O:50])[CH2:28][CH2:29]3)[C:14](=[O:22])[CH2:15][CH:16]3[CH2:21][CH2:20][O:19][CH2:18][CH2:17]3)=[CH:9][CH:8]=2)[CH2:2][CH2:3][O:4][CH2:5][CH2:6]1. The yield is 0.120. (7) The reactants are Cl[C:2]1[C:7]([CH:8]=[CH:9][C:10]([NH:12][CH2:13][C:14]2[CH:19]=[C:18]([F:20])[C:17]([NH:21][S:22]([CH3:25])(=[O:24])=[O:23])=[C:16]([C:26]#[CH:27])[CH:15]=2)=[O:11])=[CH:6][CH:5]=[C:4]([C:28]([F:31])([F:30])[F:29])[N:3]=1.[CH3:32][O:33][CH2:34][CH2:35][NH2:36].Cl. The catalyst is O. The product is [C:26]([C:16]1[CH:15]=[C:14]([CH:19]=[C:18]([F:20])[C:17]=1[NH:21][S:22]([CH3:25])(=[O:24])=[O:23])[CH2:13][NH:12][C:10](=[O:11])[CH:9]=[CH:8][C:7]1[C:2]([NH:36][CH2:35][CH2:34][O:33][CH3:32])=[N:3][C:4]([C:28]([F:31])([F:30])[F:29])=[CH:5][CH:6]=1)#[CH:27]. The yield is 0.120. (8) The reactants are [C:1]([O:5][C:6]([N:8]1[CH2:13][CH2:12][N:11]([C:14]([O:16][C:17]([CH3:20])([CH3:19])[CH3:18])=[O:15])[CH2:10][C@@H:9]1[C:21](=[O:26])N(OC)C)=[O:7])([CH3:4])([CH3:3])[CH3:2].[C:27]1([Mg]Cl)[CH:32]=[CH:31][CH:30]=[CH:29][CH:28]=1. The catalyst is C1COCC1. The product is [C:1]([O:5][C:6]([N:8]1[CH2:13][CH2:12][N:11]([C:14]([O:16][C:17]([CH3:20])([CH3:19])[CH3:18])=[O:15])[CH2:10][C@@H:9]1[C:21](=[O:26])[C:27]1[CH:32]=[CH:31][CH:30]=[CH:29][CH:28]=1)=[O:7])([CH3:3])([CH3:2])[CH3:4]. The yield is 0.800.